This data is from Reaction yield outcomes from USPTO patents with 853,638 reactions. The task is: Predict the reaction yield, written as a fraction of the theoretical maximum amount of product (1.0 means a 100% yield; for example, 0.34 means a 34% yield). (1) The reactants are [S:1]1[CH:5]=[CH:4][CH:3]=[C:2]1[C:6]1[S:7][C:8]([C:11]2[S:12][CH:13]=[CH:14][CH:15]=2)=[CH:9][CH:10]=1.C1C(=O)N([Br:23])C(=O)C1. The catalyst is CN(C=O)C.C(Cl)Cl. The product is [Br:23][C:13]1[S:12][C:11]([C:8]2[S:7][C:6]([C:2]3[S:1][CH:5]=[CH:4][CH:3]=3)=[CH:10][CH:9]=2)=[CH:15][CH:14]=1. The yield is 0.920. (2) The reactants are [C:1]1([N:7]2[C:11]3[CH:12]=[CH:13][CH:14]=[CH:15][C:10]=3[NH:9][S:8]2(=[O:17])=[O:16])[CH:6]=[CH:5][CH:4]=[CH:3][CH:2]=1.C1(P(C2C=CC=CC=2)C2C=CC=CC=2)C=CC=CC=1.O[CH2:38][CH2:39][CH:40]1[O:45][CH2:44][CH2:43][N:42](C(OC(C)(C)C)=O)[CH2:41]1.CC(OC(/N=N/C(OC(C)C)=O)=O)C. The catalyst is C1COCC1. The product is [NH:42]1[CH2:43][CH2:44][O:45][CH:40]([CH2:39][CH2:38][N:9]2[C:10]3[CH:15]=[CH:14][CH:13]=[CH:12][C:11]=3[N:7]([C:1]3[CH:2]=[CH:3][CH:4]=[CH:5][CH:6]=3)[S:8]2(=[O:16])=[O:17])[CH2:41]1. The yield is 0.800. (3) The reactants are Br[C:2]1[CH:3]=[CH:4][C:5]2[C:6]3[CH2:15][N:14]([C:16]([O:18][C:19]([CH3:22])([CH3:21])[CH3:20])=[O:17])[CH2:13][CH2:12][C:7]=3[N:8]([CH3:11])[C:9]=2[CH:10]=1.[Cl:23][C:24]1[CH:38]=[CH:37][C:27]([CH2:28][O:29][C:30]2[CH:35]=[CH:34][NH:33][C:32](=[O:36])[CH:31]=2)=[CH:26][CH:25]=1. No catalyst specified. The product is [Cl:23][C:24]1[CH:38]=[CH:37][C:27]([CH2:28][O:29][C:30]2[CH:35]=[CH:34][N:33]([C:2]3[CH:3]=[CH:4][C:5]4[C:6]5[CH2:15][N:14]([C:16]([O:18][C:19]([CH3:22])([CH3:21])[CH3:20])=[O:17])[CH2:13][CH2:12][C:7]=5[N:8]([CH3:11])[C:9]=4[CH:10]=3)[C:32](=[O:36])[CH:31]=2)=[CH:26][CH:25]=1. The yield is 0.500. (4) The reactants are [OH-:1].[K+].[NH2:3][C:4]1[CH:12]=[CH:11][C:7]([C:8]([OH:10])=[O:9])=[CH:6][C:5]=1[N+:13]([O-:15])=O.Cl[O-].[Na+].Cl.[Na+].[Cl-]. The catalyst is C(O)C.O.C(O)(=O)C.CC(C)=O.C(Cl)(Cl)Cl. The product is [N+:3]1([O-:1])[O:15][N:13]=[C:5]2[CH:6]=[C:7]([C:8]([OH:10])=[O:9])[CH:11]=[CH:12][C:4]=12. The yield is 0.888. (5) The reactants are [CH2:1]([N:8]1[C:16]2[C:11](=[CH:12][CH:13]=[C:14](Br)[CH:15]=2)[CH:10]=[CH:9]1)[C:2]1[CH:7]=[CH:6][CH:5]=[CH:4][CH:3]=1.[C:18]1(B(O)O)[CH:23]=[CH:22][CH:21]=[CH:20][CH:19]=1.C(=O)([O-])[O-].[Na+].[Na+].C1(C)C=CC=CC=1. The catalyst is O.C(O)C.[Pd].C1(P(C2C=CC=CC=2)C2C=CC=CC=2)C=CC=CC=1.C1(P(C2C=CC=CC=2)C2C=CC=CC=2)C=CC=CC=1.C1(P(C2C=CC=CC=2)C2C=CC=CC=2)C=CC=CC=1.C1(P(C2C=CC=CC=2)C2C=CC=CC=2)C=CC=CC=1. The product is [CH2:1]([N:8]1[C:16]2[C:11](=[CH:12][CH:13]=[C:14]([C:18]3[CH:23]=[CH:22][CH:21]=[CH:20][CH:19]=3)[CH:15]=2)[CH:10]=[CH:9]1)[C:2]1[CH:7]=[CH:6][CH:5]=[CH:4][CH:3]=1. The yield is 0.580. (6) The reactants are [Br:1][C:2]1[CH:3]=[C:4]([N:8]2[C:16]3[C:11](=[CH:12][C:13]([C:17](O)=[O:18])=[CH:14][CH:15]=3)[C:10]([C:20]([O:22][CH3:23])=[O:21])=[N:9]2)[CH:5]=[CH:6][CH:7]=1.[CH3:24][NH2:25]. No catalyst specified. The product is [Br:1][C:2]1[CH:3]=[C:4]([N:8]2[C:16]3[C:11](=[CH:12][C:13]([C:17](=[O:18])[NH:25][CH3:24])=[CH:14][CH:15]=3)[C:10]([C:20]([O:22][CH3:23])=[O:21])=[N:9]2)[CH:5]=[CH:6][CH:7]=1. The yield is 0.750. (7) The reactants are [F:1][C:2]([F:17])([F:16])[C:3]1[CH:4]=[CH:5][C:6]([C:9]2[CH:14]=[CH:13][NH:12][C:11](=[O:15])[CH:10]=2)=[N:7][CH:8]=1.Br[C:19]1[CH:24]=[CH:23][C:22]2[C:25]3[CH2:26][N:27]([C:33]([O:35][C:36]([CH3:39])([CH3:38])[CH3:37])=[O:34])[CH2:28][CH2:29][CH2:30][C:31]=3[O:32][C:21]=2[CH:20]=1.C([O-])([O-])=O.[Cs+].[Cs+].CN[C@@H]1CCCC[C@H]1NC. The catalyst is C1(C)C=CC=CC=1.[Cu]I. The product is [O:15]=[C:11]1[CH:10]=[C:9]([C:6]2[CH:5]=[CH:4][C:3]([C:2]([F:1])([F:16])[F:17])=[CH:8][N:7]=2)[CH:14]=[CH:13][N:12]1[C:19]1[CH:24]=[CH:23][C:22]2[C:25]3[CH2:26][N:27]([C:33]([O:35][C:36]([CH3:39])([CH3:38])[CH3:37])=[O:34])[CH2:28][CH2:29][CH2:30][C:31]=3[O:32][C:21]=2[CH:20]=1. The yield is 0.340. (8) The reactants are [CH3:1][N:2]1[C:6]([NH2:7])=[CH:5][C:4]([C:8]2[CH:13]=[CH:12][CH:11]=[CH:10][N:9]=2)=[N:3]1.[F:14][C:15]1[CH:20]=[CH:19][C:18]([N:21]2[C:29]3[C:24](=[CH:25][C:26]([CH:31]=O)=[C:27]([CH3:30])[CH:28]=3)[CH:23]=[N:22]2)=[CH:17][CH:16]=1.[SH:33][CH2:34][C:35](O)=[O:36]. The catalyst is O. The product is [F:14][C:15]1[CH:16]=[CH:17][C:18]([N:21]2[C:29]3[C:24](=[CH:25][C:26]([CH:31]4[S:33][CH2:34][C:35](=[O:36])[NH:7][C:6]5[N:2]([CH3:1])[N:3]=[C:4]([C:8]6[CH:13]=[CH:12][CH:11]=[CH:10][N:9]=6)[C:5]4=5)=[C:27]([CH3:30])[CH:28]=3)[CH:23]=[N:22]2)=[CH:19][CH:20]=1. The yield is 0.290. (9) The reactants are [Cl:1][C:2]1[C:3]([NH:20][CH:21]2[CH2:26][CH2:25][NH:24][CH2:23][CH:22]2[CH2:27][CH3:28])=[N:4][C:5]([NH:8][C:9]2[CH:10]=[CH:11][C:12]3[C:16]([CH:17]=2)=[N:15][N:14]([CH3:18])[C:13]=3[CH3:19])=[N:6][CH:7]=1.Cl[C:30]1[N:35]=[N:34][C:33]([C:36]#[N:37])=[CH:32][CH:31]=1.C(N(CC)CC)C. The catalyst is C(O)C. The product is [Cl:1][C:2]1[C:3]([NH:20][CH:21]2[CH2:26][CH2:25][N:24]([C:30]3[N:35]=[N:34][C:33]([C:36]#[N:37])=[CH:32][CH:31]=3)[CH2:23][CH:22]2[CH2:27][CH3:28])=[N:4][C:5]([NH:8][C:9]2[CH:10]=[CH:11][C:12]3[C:16]([CH:17]=2)=[N:15][N:14]([CH3:18])[C:13]=3[CH3:19])=[N:6][CH:7]=1. The yield is 0.357.